This data is from NCI-60 drug combinations with 297,098 pairs across 59 cell lines. The task is: Regression. Given two drug SMILES strings and cell line genomic features, predict the synergy score measuring deviation from expected non-interaction effect. (1) Drug 1: CC(CN1CC(=O)NC(=O)C1)N2CC(=O)NC(=O)C2. Drug 2: CC(C)(C#N)C1=CC(=CC(=C1)CN2C=NC=N2)C(C)(C)C#N. Cell line: TK-10. Synergy scores: CSS=5.90, Synergy_ZIP=-4.12, Synergy_Bliss=-6.35, Synergy_Loewe=-6.17, Synergy_HSA=-5.89. (2) Drug 2: C(CCl)NC(=O)N(CCCl)N=O. Cell line: ACHN. Drug 1: C1CC(=O)NC(=O)C1N2C(=O)C3=CC=CC=C3C2=O. Synergy scores: CSS=2.88, Synergy_ZIP=-0.214, Synergy_Bliss=2.75, Synergy_Loewe=-2.56, Synergy_HSA=0.409. (3) Drug 1: C1CCC(C1)C(CC#N)N2C=C(C=N2)C3=C4C=CNC4=NC=N3. Drug 2: CC1C(C(CC(O1)OC2CC(CC3=C2C(=C4C(=C3O)C(=O)C5=CC=CC=C5C4=O)O)(C(=O)C)O)N)O. Cell line: OVCAR-5. Synergy scores: CSS=38.8, Synergy_ZIP=5.12, Synergy_Bliss=6.77, Synergy_Loewe=-39.4, Synergy_HSA=3.70.